From a dataset of Forward reaction prediction with 1.9M reactions from USPTO patents (1976-2016). Predict the product of the given reaction. (1) Given the reactants [F:1][C:2]1([F:24])[CH2:7][CH2:6][CH:5]([CH2:8][NH:9][C:10]([C:12]2[C:13]3[CH:14]=[CH:15][C:16](Cl)=[N:17][C:18]=3[CH:19]=[CH:20][C:21]=2[Cl:22])=[O:11])[CH2:4][CH2:3]1.[NH2:25][CH2:26][CH2:27][OH:28], predict the reaction product. The product is: [F:1][C:2]1([F:24])[CH2:7][CH2:6][CH:5]([CH2:8][NH:9][C:10]([C:12]2[C:13]3[CH:14]=[CH:15][C:16]([NH:25][CH2:26][CH2:27][OH:28])=[N:17][C:18]=3[CH:19]=[CH:20][C:21]=2[Cl:22])=[O:11])[CH2:4][CH2:3]1. (2) The product is: [ClH:14].[CH2:1]([NH2:13])[CH2:2][CH2:3][CH2:4][CH2:5][CH2:6][CH2:7][CH2:8][CH2:9][CH2:10][CH2:11][CH3:12]. Given the reactants [CH2:1]([NH2:13])[CH2:2][CH2:3][CH2:4][CH2:5][CH2:6][CH2:7][CH2:8][CH2:9][CH2:10][CH2:11][CH3:12].[ClH:14], predict the reaction product. (3) The product is: [CH3:1][N:2]([CH3:17])[CH2:3][CH2:4][N:5]1[C:13]2[C:8](=[CH:9][C:10]([NH2:14])=[CH:11][CH:12]=2)[CH:7]=[N:6]1. Given the reactants [CH3:1][N:2]([CH3:17])[CH2:3][CH2:4][N:5]1[C:13]2[C:8](=[CH:9][C:10]([N+:14]([O-])=O)=[CH:11][CH:12]=2)[CH:7]=[N:6]1.[Cl-].[NH4+], predict the reaction product. (4) Given the reactants C(C1C=C(O)C(=O)NN=1)C.C([O:18][C:19]1[N:20]=[N:21][C:22]([C:33]#[C:34][CH:35]([CH3:37])[CH3:36])=[CH:23][C:24]=1[O:25]CC1C=CC=CC=1)C1C=CC=CC=1, predict the reaction product. The product is: [OH:25][C:24]1[C:19](=[O:18])[NH:20][N:21]=[C:22]([CH2:33][CH2:34][CH:35]([CH3:36])[CH3:37])[CH:23]=1.